This data is from Forward reaction prediction with 1.9M reactions from USPTO patents (1976-2016). The task is: Predict the product of the given reaction. Given the reactants ClC(OCC)=O.CC[N:9](CC)CC.[OH:14][B:15]1[C:19]2[C:20]([O:24][CH2:25][CH2:26][CH2:27][C:28](O)=[O:29])=[CH:21][CH:22]=[CH:23][C:18]=2[CH:17]([CH2:31][N+:32]([O-:34])=[O:33])[O:16]1.[NH4+].[OH-], predict the reaction product. The product is: [OH:14][B:15]1[C:19]2[C:20]([O:24][CH2:25][CH2:26][CH2:27][C:28]([NH2:9])=[O:29])=[CH:21][CH:22]=[CH:23][C:18]=2[CH:17]([CH2:31][N+:32]([O-:34])=[O:33])[O:16]1.